Dataset: Reaction yield outcomes from USPTO patents with 853,638 reactions. Task: Predict the reaction yield, written as a fraction of the theoretical maximum amount of product (1.0 means a 100% yield; for example, 0.34 means a 34% yield). (1) The reactants are C(N(CC)CC)C.[CH3:8][C:9]1[N:10]([CH2:20][CH2:21][OH:22])[CH:11]=[C:12]([C:14]2[CH:19]=[CH:18][CH:17]=[CH:16][CH:15]=2)[CH:13]=1.[C:23]1([CH3:33])[CH:28]=[CH:27][C:26]([S:29](Cl)(=[O:31])=[O:30])=[CH:25][CH:24]=1. The catalyst is ClCCl.O. The product is [CH3:33][C:23]1[CH:28]=[CH:27][C:26]([S:29]([O:22][CH2:21][CH2:20][N:10]2[CH:11]=[C:12]([C:14]3[CH:19]=[CH:18][CH:17]=[CH:16][CH:15]=3)[CH:13]=[C:9]2[CH3:8])(=[O:31])=[O:30])=[CH:25][CH:24]=1. The yield is 0.440. (2) The reactants are Cl.Cl.[N:3]1([CH2:9][CH2:10][CH2:11][CH2:12][N:13]2[C:21](=[O:22])[C:20]3[C:15](=[CH:16][CH:17]=[CH:18][CH:19]=3)[C:14]2=[O:23])[CH2:8][CH2:7][NH:6][CH2:5][CH2:4]1.[C:24](=O)([O-])[O-].[K+].[K+].I[CH:31]([CH2:35][CH3:36])[C:32]([O-:34])=[O:33]. The catalyst is CC(C)=O. The product is [CH3:24][O:34][C:32](=[O:33])[CH2:31][CH2:35][CH2:36][N:6]1[CH2:7][CH2:8][N:3]([CH2:9][CH2:10][CH2:11][CH2:12][N:13]2[C:21](=[O:22])[C:20]3[C:15](=[CH:16][CH:17]=[CH:18][CH:19]=3)[C:14]2=[O:23])[CH2:4][CH2:5]1. The yield is 0.910. (3) The reactants are Br[C:2]1[O:6][C:5]([CH3:7])=[C:4]([C:8]([O:10][CH3:11])=[O:9])[CH:3]=1.[CH3:12][O:13][C:14]1[CH:19]=[CH:18][C:17](B(O)O)=[CH:16][N:15]=1.C(=O)([O-])[O-].[Na+].[Na+].COCCOC. The catalyst is C1C=CC([P]([Pd]([P](C2C=CC=CC=2)(C2C=CC=CC=2)C2C=CC=CC=2)([P](C2C=CC=CC=2)(C2C=CC=CC=2)C2C=CC=CC=2)[P](C2C=CC=CC=2)(C2C=CC=CC=2)C2C=CC=CC=2)(C2C=CC=CC=2)C2C=CC=CC=2)=CC=1.O. The product is [CH3:12][O:13][C:14]1[N:15]=[CH:16][C:17]([C:2]2[O:6][C:5]([CH3:7])=[C:4]([C:8]([O:10][CH3:11])=[O:9])[CH:3]=2)=[CH:18][CH:19]=1. The yield is 0.810. (4) The reactants are [F:1][C:2]1[CH:7]=[CH:6][CH:5]=[C:4]([F:8])[C:3]=1[N:9]1[C:14]2[N:15]=[C:16](S(C)=O)[N:17]=[C:18]([C:19]3[CH:20]=[C:21]([CH:32]=[CH:33][C:34]=3[CH3:35])[C:22]([NH:24][C:25]3[CH:30]=[CH:29][C:28]([F:31])=[CH:27][CH:26]=3)=[O:23])[C:13]=2[CH2:12][NH:11][C:10]1=[O:39].C(N(C(C)C)CC)(C)C.[CH3:49][N:50]([CH3:54])[CH2:51][CH2:52][NH2:53]. The catalyst is C(Cl)Cl. The product is [F:1][C:2]1[CH:7]=[CH:6][CH:5]=[C:4]([F:8])[C:3]=1[N:9]1[C:14]2[N:15]=[C:16]([NH:53][CH2:52][CH2:51][N:50]([CH3:54])[CH3:49])[N:17]=[C:18]([C:19]3[CH:20]=[C:21]([CH:32]=[CH:33][C:34]=3[CH3:35])[C:22]([NH:24][C:25]3[CH:30]=[CH:29][C:28]([F:31])=[CH:27][CH:26]=3)=[O:23])[C:13]=2[CH2:12][NH:11][C:10]1=[O:39]. The yield is 0.420. (5) The catalyst is N1C=CC=CC=1. The product is [O:1]1[C:5]2[CH:6]=[CH:7][C:8]([C:10]3[S:11][CH:12]=[C:13]([C:15]([NH:23][C:22]4[NH:18][N:19]=[C:20]([CH3:34])[N:21]=4)=[O:17])[N:14]=3)=[CH:9][C:4]=2[CH2:3][CH2:2]1. The yield is 0.490. The reactants are [O:1]1[C:5]2[CH:6]=[CH:7][C:8]([C:10]3[S:11][CH:12]=[C:13]([C:15]([OH:17])=O)[N:14]=3)=[CH:9][C:4]=2[CH2:3][CH2:2]1.[NH:18]1[C:22]([NH2:23])=[N:21][CH:20]=[N:19]1.F[P-](F)(F)(F)(F)F.N1(OC(N(C)C)=[N+](C)C)C2C=CC=C[C:34]=2N=N1. (6) The reactants are [NH2:1][C:2]1[CH:3]=[C:4]2[C:9](=[CH:10][CH:11]=1)[N:8]=[CH:7][N:6]=[C:5]2[NH:12][C:13]1[CH:18]=[CH:17][CH:16]=[C:15]([Br:19])[CH:14]=1.[C:20](Cl)(=[O:23])[CH2:21][CH3:22]. The catalyst is C1COCC1. The product is [Br:19][C:15]1[CH:14]=[C:13]([NH:12][C:5]2[C:4]3[C:9](=[CH:10][CH:11]=[C:2]([NH:1][C:20](=[O:23])[CH2:21][CH3:22])[CH:3]=3)[N:8]=[CH:7][N:6]=2)[CH:18]=[CH:17][CH:16]=1. The yield is 0.470. (7) The reactants are O.[NH2:2][NH2:3].[CH3:4][O:5][CH2:6][CH2:7][O:8][CH2:9][CH2:10][O:11][CH2:12][CH2:13][C:14]([O:16]CC)=O. The catalyst is C(O)C. The product is [CH3:4][O:5][CH2:6][CH2:7][O:8][CH2:9][CH2:10][O:11][CH2:12][CH2:13][C:14]([NH:2][NH2:3])=[O:16]. The yield is 1.07.